Predict the reaction yield, written as a fraction of the theoretical maximum amount of product (1.0 means a 100% yield; for example, 0.34 means a 34% yield). From a dataset of Reaction yield outcomes from USPTO patents with 853,638 reactions. (1) The reactants are [CH3:1][C:2]1[CH:11]=[CH:10][C:9]2[C:4](=[CH:5][CH:6]=[CH:7][C:8]=2[N:12]2[CH2:17][CH2:16][N:15]([CH2:18][CH2:19][C:20]3[CH:21]=[C:22]([CH:24]=[CH:25][CH:26]=3)[NH2:23])[CH2:14][CH2:13]2)[N:3]=1.[CH3:27][CH:28]([CH3:33])[CH2:29][C:30](Cl)=[O:31]. No catalyst specified. The product is [CH3:27][CH:28]([CH3:33])[CH2:29][C:30]([NH:23][C:22]1[CH:24]=[CH:25][CH:26]=[C:20]([CH2:19][CH2:18][N:15]2[CH2:14][CH2:13][N:12]([C:8]3[CH:7]=[CH:6][CH:5]=[C:4]4[C:9]=3[CH:10]=[CH:11][C:2]([CH3:1])=[N:3]4)[CH2:17][CH2:16]2)[CH:21]=1)=[O:31]. The yield is 0.640. (2) The reactants are [CH:1]12[N:8]([C:9]3[N:14]=[C:13](Cl)[N:12]=[C:11]([CH2:16][N:17]([CH3:19])[CH3:18])[CH:10]=3)[CH:5]([CH2:6][CH2:7]1)[CH2:4][O:3][CH2:2]2.C(=O)([O-])[O-].[Na+].[Na+].CC1(C)C(C)(C)OB([C:34]2[CH:40]=[CH:39][C:37]([NH2:38])=[CH:36][CH:35]=2)O1. The catalyst is C1C=CC([P]([Pd]([P](C2C=CC=CC=2)(C2C=CC=CC=2)C2C=CC=CC=2)([P](C2C=CC=CC=2)(C2C=CC=CC=2)C2C=CC=CC=2)[P](C2C=CC=CC=2)(C2C=CC=CC=2)C2C=CC=CC=2)(C2C=CC=CC=2)C2C=CC=CC=2)=CC=1.COCCOC. The product is [CH:1]12[N:8]([C:9]3[CH:10]=[C:11]([CH2:16][N:17]([CH3:19])[CH3:18])[N:12]=[C:13]([C:34]4[CH:40]=[CH:39][C:37]([NH2:38])=[CH:36][CH:35]=4)[N:14]=3)[CH:5]([CH2:6][CH2:7]1)[CH2:4][O:3][CH2:2]2. The yield is 0.760. (3) The reactants are [CH3:1][O:2][C:3]1[C:16]2[C:15]3[NH:14][CH2:13][CH2:12][CH2:11][C:10]=3[C:9](=[O:17])[N:8]([CH2:18][O:19][CH3:20])[C:7]=2[CH:6]=[C:5]([CH:21]=O)[CH:4]=1.[NH2:23][N:24]1[CH2:29][CH2:28][O:27][CH2:26][CH2:25]1. The catalyst is C1(C)C=CC=CC=1. The product is [CH3:1][O:2][C:3]1[C:16]2[C:15]3[NH:14][CH2:13][CH2:12][CH2:11][C:10]=3[C:9](=[O:17])[N:8]([CH2:18][O:19][CH3:20])[C:7]=2[CH:6]=[C:5](/[CH:21]=[N:23]/[N:24]2[CH2:29][CH2:28][O:27][CH2:26][CH2:25]2)[CH:4]=1. The yield is 0.890. (4) The reactants are [F:1][C:2]([F:15])([C:8]1[CH:13]=[CH:12][CH:11]=[C:10]([OH:14])[CH:9]=1)[C:3]([O:5][CH2:6][CH3:7])=[O:4].N(C(OC(C)C)=O)=NC(OC(C)C)=O.C1(P(C2C=CC=CC=2)C2C=CC=CC=2)C=CC=CC=1.[CH:49]([O:52][CH2:53][CH2:54]O)([CH3:51])[CH3:50]. The catalyst is O1CCCC1. The product is [F:1][C:2]([F:15])([C:8]1[CH:13]=[CH:12][CH:11]=[C:10]([O:14][CH2:54][CH2:53][O:52][CH:49]([CH3:51])[CH3:50])[CH:9]=1)[C:3]([O:5][CH2:6][CH3:7])=[O:4]. The yield is 0.360. (5) The reactants are Cl[C:2]1[N:3]=[CH:4][C:5]([C:8]([N:10]2[CH2:15][CH2:14][C:13]3[NH:16][C:17]([C:19]4[C:27]5[C:22](=[CH:23][C:24]([C:28]6[CH:33]=[C:32]([F:34])[C:31]([OH:35])=[CH:30][C:29]=6[CH2:36][CH3:37])=[CH:25][CH:26]=5)[NH:21][N:20]=4)=[N:18][C:12]=3[CH2:11]2)=[O:9])=[N:6][CH:7]=1.[CH3:38][N:39]([CH3:45])[C@@H:40]1[CH2:44][CH2:43][NH:42][CH2:41]1. No catalyst specified. The product is [CH3:38][N:39]([CH3:45])[C@@H:40]1[CH2:44][CH2:43][N:42]([C:2]2[N:3]=[CH:4][C:5]([C:8]([N:10]3[CH2:15][CH2:14][C:13]4[NH:16][C:17]([C:19]5[C:27]6[C:22](=[CH:23][C:24]([C:28]7[CH:33]=[C:32]([F:34])[C:31]([OH:35])=[CH:30][C:29]=7[CH2:36][CH3:37])=[CH:25][CH:26]=6)[NH:21][N:20]=5)=[N:18][C:12]=4[CH2:11]3)=[O:9])=[N:6][CH:7]=2)[CH2:41]1. The yield is 0.380. (6) The reactants are [CH3:1][O:2][C:3]([C:5]1[CH:6]=[C:7]2[CH:13]=[CH:12][NH:11][C:8]2=[N:9][CH:10]=1)=[O:4].[F:14][C:15]1[C:20](C=O)=[C:19]([F:23])[CH:18]=[CH:17][C:16]=1[NH:24][S:25]([CH2:28][CH2:29][CH3:30])(=[O:27])=[O:26].[OH-:31].[K+].O.[CH3:34]O. No catalyst specified. The product is [CH3:1][O:2][C:3]([C:5]1[CH:6]=[C:7]2[C:13]([C:20]3[C:19]([F:23])=[CH:18][CH:17]=[C:16]([NH:24][S:25]([CH2:28][CH2:29][CH3:30])(=[O:26])=[O:27])[C:15]=3[F:14])=[C:12]([OH:31])[N:11]([CH3:34])[C:8]2=[N:9][CH:10]=1)=[O:4]. The yield is 0.280. (7) The reactants are C(OC([CH2:8][NH:9][CH2:10][C:11]1[S:15][CH:14]=[C:13]([C:16]2[CH:21]=[CH:20][C:19]([CH2:22][C@H:23]([O:28][CH2:29][CH3:30])[C:24]([O:26][CH3:27])=[O:25])=[CH:18][CH:17]=2)[CH:12]=1)=O)(C)(C)C.O. The catalyst is ClCCl.FC(F)(F)C(O)=O. The product is [CH2:29]([O:28][C@@H:23]([CH2:22][C:19]1[CH:20]=[CH:21][C:16]([C:13]2[CH:12]=[C:11]([CH2:10][NH:9][CH3:8])[S:15][CH:14]=2)=[CH:17][CH:18]=1)[C:24]([O:26][CH3:27])=[O:25])[CH3:30]. The yield is 0.840. (8) The reactants are [F:1][C:2]1[CH:7]=[CH:6][C:5]([CH2:8][NH:9][C:10]([C:12]2[N:13]=[C:14]3[C:20]4([N:23]([CH3:31])[C:24](=[O:30])[C:25]([N:27]([CH3:29])[CH3:28])=[O:26])[CH2:21][CH2:22][C:17]([CH2:32]OS(C5C=CC(C)=CC=5)(=O)=O)([CH2:18][CH2:19]4)[CH2:16][N:15]3[C:44](=[O:47])[C:45]=2[OH:46])=[O:11])=[CH:4][C:3]=1[CH3:48].[C-:49]#[N:50].[K+]. The catalyst is CC(N(C)C)=O. The product is [C:49]([CH2:32][C:17]12[CH2:22][CH2:21][C:20]([N:23]([CH3:31])[C:24](=[O:30])[C:25]([N:27]([CH3:29])[CH3:28])=[O:26])([C:14]3[N:15]([C:44](=[O:47])[C:45]([OH:46])=[C:12]([C:10]([NH:9][CH2:8][C:5]4[CH:6]=[CH:7][C:2]([F:1])=[C:3]([CH3:48])[CH:4]=4)=[O:11])[N:13]=3)[CH2:16]1)[CH2:19][CH2:18]2)#[N:50]. The yield is 0.193.